The task is: Predict which catalyst facilitates the given reaction.. This data is from Catalyst prediction with 721,799 reactions and 888 catalyst types from USPTO. (1) Reactant: [Br:1][C:2]1[C:3]([C:9]2[CH:14]=[CH:13][CH:12]=[C:11]([N+:15]([O-])=O)[CH:10]=2)=[N:4][N:5]([CH2:7][CH3:8])[CH:6]=1.[Sn].Cl. Product: [Br:1][C:2]1[C:3]([C:9]2[CH:10]=[C:11]([CH:12]=[CH:13][CH:14]=2)[NH2:15])=[N:4][N:5]([CH2:7][CH3:8])[CH:6]=1. The catalyst class is: 14. (2) Reactant: [Si]([O:8][CH2:9][C:10]1[CH:11]=[C:12]([CH2:16][C:17]([NH:19][CH2:20][C:21]2[C:22]([N:31]3[CH2:36][CH2:35][CH:34]([CH3:37])[CH2:33][CH2:32]3)=[N:23][C:24]([C:27]([F:30])([F:29])[F:28])=[CH:25][CH:26]=2)=[O:18])[CH:13]=[N:14][CH:15]=1)(C(C)(C)C)(C)C.[F-].C([N+](CCCC)(CCCC)CCCC)CCC. Product: [OH:8][CH2:9][C:10]1[CH:11]=[C:12]([CH2:16][C:17]([NH:19][CH2:20][C:21]2[C:22]([N:31]3[CH2:36][CH2:35][CH:34]([CH3:37])[CH2:33][CH2:32]3)=[N:23][C:24]([C:27]([F:29])([F:30])[F:28])=[CH:25][CH:26]=2)=[O:18])[CH:13]=[N:14][CH:15]=1. The catalyst class is: 7. (3) Reactant: [Br:1][C:2]1[CH:7]=[C:6]([C:8](O)=[O:9])[C:5]([C:11](O)=[O:12])=[CH:4][C:3]=1[C:14]([OH:16])=[O:15].[Br-].[NH4+:18].Cl. Product: [Br:1][C:2]1[CH:7]=[C:6]2[C:5]([C:11](=[O:12])[NH:18][C:8]2=[O:9])=[CH:4][C:3]=1[C:14]([OH:16])=[O:15]. The catalyst class is: 6. (4) Reactant: C(OC([N:8]1[CH2:13][CH2:12][CH:11]([NH:14][C:15]([C:17]2[C:18]3[CH2:19][C@H:20]4[CH2:33][C@H:21]4[C:22]=3[N:23]([C:25]3[CH:30]=[CH:29][C:28]([F:31])=[CH:27][C:26]=3[F:32])[N:24]=2)=[O:16])[CH2:10][CH2:9]1)=O)(C)(C)C. Product: [NH:8]1[CH2:13][CH2:12][CH:11]([NH:14][C:15]([C:17]2[C:18]3[CH2:19][C@H:20]4[CH2:33][C@H:21]4[C:22]=3[N:23]([C:25]3[CH:30]=[CH:29][C:28]([F:31])=[CH:27][C:26]=3[F:32])[N:24]=2)=[O:16])[CH2:10][CH2:9]1. The catalyst class is: 137.